This data is from Catalyst prediction with 721,799 reactions and 888 catalyst types from USPTO. The task is: Predict which catalyst facilitates the given reaction. Reactant: [CH3:1][O:2][C:3]1[CH:8]=[CH:7][C:6]([N:9]([CH2:34][C:35]2[CH:36]=[N:37][CH:38]=[CH:39][C:40]=2[CH3:41])[CH:10]2[CH2:15][CH2:14][N:13]([C@H:16]([CH3:33])[CH2:17][CH2:18][NH:19][C:20](=[O:32])[C:21]3[C:29]([CH3:30])=[CH:28][C:24]([C:25]([OH:27])=O)=[CH:23][C:22]=3[CH3:31])[CH2:12][CH2:11]2)=[CH:5][CH:4]=1.C[CH2:43][N:44]=[C:45]=NCCCN(C)C.C1C=CC2N(O)N=NC=2C=1.CNC.CCN(C(C)C)C(C)C. Product: [CH3:1][O:2][C:3]1[CH:4]=[CH:5][C:6]([N:9]([CH2:34][C:35]2[CH:36]=[N:37][CH:38]=[CH:39][C:40]=2[CH3:41])[CH:10]2[CH2:15][CH2:14][N:13]([C@H:16]([CH3:33])[CH2:17][CH2:18][NH:19][C:20](=[O:32])[C:21]3[C:22]([CH3:31])=[CH:23][C:24]([C:25]([N:44]([CH3:45])[CH3:43])=[O:27])=[CH:28][C:29]=3[CH3:30])[CH2:12][CH2:11]2)=[CH:7][CH:8]=1. The catalyst class is: 3.